Dataset: Forward reaction prediction with 1.9M reactions from USPTO patents (1976-2016). Task: Predict the product of the given reaction. (1) Given the reactants [C:1](Cl)(=O)C(Cl)=O.[F:7][C:8]([F:22])([F:21])[C:9]1[CH:20]=[CH:19][C:12]2[S:13][CH:14]=[C:15]([C:16]([OH:18])=[O:17])[C:11]=2[CH:10]=1, predict the reaction product. The product is: [F:22][C:8]([F:7])([F:21])[C:9]1[CH:20]=[CH:19][C:12]2[S:13][CH:14]=[C:15]([C:16]([O:18][CH3:1])=[O:17])[C:11]=2[CH:10]=1. (2) Given the reactants [C:1]([NH:4][C:5]1[CH:13]=[CH:12][C:8]([C:9](O)=[O:10])=[CH:7][N:6]=1)(=[O:3])[CH3:2].NC1C=CC(C(O)=O)=CN=1.CN1CCOCC1.ClC(OCC)=O.[H-].[Al+3].[Li+].[H-].[H-].[H-].[OH-].[Na+], predict the reaction product. The product is: [OH:10][CH2:9][C:8]1[CH:12]=[CH:13][C:5]([NH:4][C:1](=[O:3])[CH3:2])=[N:6][CH:7]=1. (3) Given the reactants [CH3:1][O:2][C:3]1[CH:4]=[CH:5][CH:6]=[C:7]2[C:12]=1[CH2:11][C@@H:10]([N:13]([CH3:15])[CH3:14])[CH2:9][CH2:8]2.[N+:16]([O-])([O-:18])=[O:17].[Na+].N, predict the reaction product. The product is: [CH3:1][O:2][C:3]1[CH:4]=[CH:5][C:6]([N+:16]([O-:18])=[O:17])=[C:7]2[C:12]=1[CH2:11][C@@H:10]([N:13]([CH3:14])[CH3:15])[CH2:9][CH2:8]2. (4) Given the reactants [CH3:1][CH:2]1[C:7](=O)[CH2:6][CH2:5][CH2:4][C:3]1=[O:9].[Cl:10][C:11]1[CH:17]=[CH:16][C:15]([N+:18]([O-:20])=[O:19])=[CH:14][C:12]=1[NH2:13], predict the reaction product. The product is: [Cl:10][C:11]1[CH:17]=[CH:16][C:15]([N+:18]([O-:20])=[O:19])=[CH:14][C:12]=1[NH:13][C:7]1[CH2:6][CH2:5][CH2:4][C:3](=[O:9])[C:2]=1[CH3:1].